From a dataset of Catalyst prediction with 721,799 reactions and 888 catalyst types from USPTO. Predict which catalyst facilitates the given reaction. Reactant: C(OC([N:8]([CH2:16][CH:17]=[CH2:18])/[N:9]=[CH:10]/[C:11]([O:13][CH2:14][CH3:15])=[O:12])=O)(C)(C)C.FC(F)(F)C(O)=O. Product: [CH2:16]([NH:8]/[N:9]=[CH:10]/[C:11]([O:13][CH2:14][CH3:15])=[O:12])[CH:17]=[CH2:18]. The catalyst class is: 4.